This data is from Reaction yield outcomes from USPTO patents with 853,638 reactions. The task is: Predict the reaction yield, written as a fraction of the theoretical maximum amount of product (1.0 means a 100% yield; for example, 0.34 means a 34% yield). (1) The reactants are [CH3:1][O:2][C:3]1[C:4]([N+:23]([O-:25])=[O:24])=[C:5](OS(C(F)(F)F)(=O)=O)[CH:6]=[C:7]([N:9]2[CH2:14][CH2:13][O:12][CH2:11][CH2:10]2)[CH:8]=1.P([O-])([O-])([O-])=O.[K+].[K+].[K+].[C:34](B1OC(C)(C)C(C)(C)O1)([CH3:36])=[CH2:35]. The catalyst is CN(C)C=O.O.[Pd](Cl)Cl.C1(P(C2C=CC=CC=2)[C-]2C=CC=C2)C=CC=CC=1.[C-]1(P(C2C=CC=CC=2)C2C=CC=CC=2)C=CC=C1.[Fe+2]. The product is [C:34]([C:5]1[CH:6]=[C:7]([N:9]2[CH2:14][CH2:13][O:12][CH2:11][CH2:10]2)[CH:8]=[C:3]([O:2][CH3:1])[C:4]=1[N+:23]([O-:25])=[O:24])([CH3:36])=[CH2:35]. The yield is 0.520. (2) The reactants are [CH3:1][O:2][C:3]([C@@H:5]([N:13]1[CH2:21][C:17]2[CH:18]=[CH:19][S:20][C:16]=2[CH2:15][CH2:14]1)[C:6]1[CH:7]=[CH:8][CH:9]=[CH:10][C:11]=1[Cl:12])=[O:4].[S:22](=[O:26])(=[O:25])([OH:24])[OH:23]. The catalyst is C1(C)C=CC=CC=1. The product is [CH3:1][O:2][C:3]([C@@H:5]([N:13]1[CH2:21][C:17]2[CH:18]=[CH:19][S:20][C:16]=2[CH2:15][CH2:14]1)[C:6]1[C:11]([Cl:12])=[CH:10][CH:9]=[CH:8][CH:7]=1)=[O:4].[OH:25][S:22]([OH:26])(=[O:24])=[O:23]. The yield is 0.820. (3) The reactants are [C:1]([O:5][C:6](=[O:16])[NH:7][C@H:8]([CH:13]([CH3:15])[CH3:14])[C:9](=[O:12])[CH:10]=[CH2:11])([CH3:4])([CH3:3])[CH3:2].I[C:18]1[CH:19]=[C:20]([O:24][CH3:25])[CH:21]=[CH:22][CH:23]=1.C(N(CC)CC)C. The catalyst is C(#N)C.C([O-])(=O)C.[Pd+2].C([O-])(=O)C. The product is [C:1]([O:5][C:6](=[O:16])[NH:7][C@H:8]([CH:13]([CH3:14])[CH3:15])[C:9](=[O:12])/[CH:10]=[CH:11]/[C:18]1[CH:23]=[CH:22][CH:21]=[C:20]([O:24][CH3:25])[CH:19]=1)([CH3:4])([CH3:3])[CH3:2]. The yield is 0.880. (4) The reactants are F[C:2]1[CH:9]=[CH:8][C:5]([C:6]#[N:7])=[C:4]([C:10]([F:13])([F:12])[F:11])[CH:3]=1.[F:14][C:15]([F:20])([F:19])[CH2:16][CH2:17][NH2:18].CCN(C(C)C)C(C)C. The catalyst is CS(C)=O. The product is [F:11][C:10]([F:13])([F:12])[C:4]1[CH:3]=[C:2]([NH:18][CH2:17][CH2:16][C:15]([F:20])([F:19])[F:14])[CH:9]=[CH:8][C:5]=1[C:6]#[N:7]. The yield is 0.610. (5) The reactants are [NH2:1][CH2:2][CH2:3][CH2:4][C:5]1[NH:9][C:8]([C:13]2[C:17]([NH:18][C:19](=[O:28])[C:20]3[C:25]([F:26])=[CH:24][CH:23]=[CH:22][C:21]=3[F:27])=[CH:16][NH:15][N:14]=2)(C(O)=O)[NH:7][CH:6]=1.C(Cl)CCl.C1C=CC2N(O)N=NC=2C=1.CN([CH:46]=[O:47])C. The catalyst is ClCCl. The product is [F:27][C:21]1[CH:22]=[CH:23][CH:24]=[C:25]([F:26])[C:20]=1[C:19]([NH:18][C:17]1[C:13]([C:8]2[NH:9][C:5]3[CH2:4][CH2:3][CH2:2][NH:1][C:46](=[O:47])[C:6]=3[N:7]=2)=[N:14][NH:15][CH:16]=1)=[O:28]. The yield is 0.130. (6) The reactants are [CH3:1][O:2][C:3]1[CH:4]=[C:5]([CH2:11][C:12]([O:14]C)=O)[CH:6]=[C:7]([O:9][CH3:10])[CH:8]=1.[NH2:16][C:17]1[C:22]([CH:23]=O)=[CH:21][N:20]=[C:19]([S:25][CH3:26])[N:18]=1.C([O-])([O-])=O.[K+].[K+].O. The catalyst is CN1C(=O)CCC1. The product is [CH3:10][O:9][C:7]1[CH:6]=[C:5]([C:11]2[C:12](=[O:14])[NH:16][C:17]3[N:18]=[C:19]([S:25][CH3:26])[N:20]=[CH:21][C:22]=3[CH:23]=2)[CH:4]=[C:3]([O:2][CH3:1])[CH:8]=1. The yield is 0.990. (7) The reactants are [CH3:1][C:2]1[CH:10]=[C:9]2[C:5]([C:6](=[O:12])[C:7](=[O:11])[NH:8]2)=[CH:4][CH:3]=1.[CH3:13][C:14]1[CH:22]=[CH:21][CH:20]=[C:19]2[C:15]=1[C:16](=[O:24])[C:17](=[O:23])[NH:18]2. The catalyst is S(=O)(=O)(O)O. The product is [CH3:1][C:2]1[CH:10]=[C:9]2[C:5]([C:6](=[O:12])[C:7](=[O:11])[NH:8]2)=[CH:4][CH:3]=1.[CH3:13][C:14]1[CH:22]=[CH:21][CH:20]=[C:19]2[C:15]=1[C:16](=[O:24])[C:17](=[O:23])[NH:18]2. The yield is 0.260. (8) The reactants are Cl.[Cl:2][C:3]1[CH:23]=[CH:22][C:6]([O:7][C:8]2[CH:21]=[CH:20][C:11]([O:12][CH2:13][C@@H:14]3[CH2:19][CH2:18][CH2:17][CH2:16][NH:15]3)=[CH:10][CH:9]=2)=[CH:5][CH:4]=1.[C:24]([O:28][C:29](=[O:32])[CH2:30]Br)([CH3:27])([CH3:26])[CH3:25].C(N(CC)CC)C. The catalyst is ClCCl.O. The product is [C:24]([O:28][C:29](=[O:32])[CH2:30][N:15]1[CH2:16][CH2:17][CH2:18][CH2:19][C@H:14]1[CH2:13][O:12][C:11]1[CH:20]=[CH:21][C:8]([O:7][C:6]2[CH:22]=[CH:23][C:3]([Cl:2])=[CH:4][CH:5]=2)=[CH:9][CH:10]=1)([CH3:27])([CH3:26])[CH3:25]. The yield is 0.470.